This data is from Forward reaction prediction with 1.9M reactions from USPTO patents (1976-2016). The task is: Predict the product of the given reaction. (1) Given the reactants [NH2:1][C:2]1[N:7]([CH3:8])[C:6](=[O:9])[C:5]([CH3:11])([CH3:10])[C@:4]([C:13]2[CH:18]=[C:17]([NH2:19])[CH:16]=[CH:15][C:14]=2[F:20])([CH3:12])[N:3]=1.[Cl:21][C:22]1[CH:23]=[C:24]2[C:28](=[CH:29][CH:30]=1)[C:27](=O)[CH2:26][C:25]2([CH3:33])[CH3:32].[B][B][B][B][B][B][B][B][B][B], predict the reaction product. The product is: [NH2:1][C:2]1[N:7]([CH3:8])[C:6](=[O:9])[C:5]([CH3:10])([CH3:11])[C@:4]([C:13]2[CH:18]=[C:17]([NH:19][CH:27]3[C:28]4[C:24](=[CH:23][C:22]([Cl:21])=[CH:30][CH:29]=4)[C:25]([CH3:33])([CH3:32])[CH2:26]3)[CH:16]=[CH:15][C:14]=2[F:20])([CH3:12])[N:3]=1. (2) Given the reactants [Br:1][C:2]1[N:7]=[CH:6][C:5]2[C:8](I)=[CH:9][N:10]([CH:11]([CH3:13])[CH3:12])[C:4]=2[CH:3]=1.CC1(C)C(C)(C)OB([C:23]2[CH:24]=[N:25][N:26]([CH2:28][C:29]([NH2:31])=[O:30])[CH:27]=2)O1.C(=O)([O-])[O-].[Na+].[Na+], predict the reaction product. The product is: [Br:1][C:2]1[N:7]=[CH:6][C:5]2[C:8]([C:23]3[CH:24]=[N:25][N:26]([CH2:28][C:29]([NH2:31])=[O:30])[CH:27]=3)=[CH:9][N:10]([CH:11]([CH3:13])[CH3:12])[C:4]=2[CH:3]=1. (3) The product is: [CH2:10]=[CH:11][CH3:12].[CH2:13]=[CH:14][CH2:15][CH2:16][CH3:17].[CH2:4]=[CH2:5]. Given the reactants C[Si](C)(OCC)O[CH2:4][CH3:5].[CH2:10]=[CH:11][CH3:12].[CH2:13]=[CH:14][CH2:15][CH2:16][CH3:17].C=C, predict the reaction product.